From a dataset of Orexin1 receptor HTS with 218,158 compounds and 233 confirmed actives. Binary Classification. Given a drug SMILES string, predict its activity (active/inactive) in a high-throughput screening assay against a specified biological target. The molecule is OC(=O)CCn1nc(c(C2N(N=C(C2)c2ccccc2)c2ccccc2)c1)c1ccccc1. The result is 0 (inactive).